Dataset: Catalyst prediction with 721,799 reactions and 888 catalyst types from USPTO. Task: Predict which catalyst facilitates the given reaction. (1) Reactant: [F:1][C:2]1[C:10]2[CH2:9][CH2:8][CH2:7][CH2:6][C:5]=2[N:4]2[CH2:11][CH2:12][N:13]([C:16]3[N:23]=[CH:22][CH:21]=[C:20]([C:24]4[CH:29]=[C:28]([NH:30][C:31]5[CH:36]=[CH:35][CH:34]=[CH:33][N:32]=5)[C:27](=[O:37])[N:26]([CH3:38])[CH:25]=4)[C:17]=3[CH:18]=[O:19])[C:14](=[O:15])[C:3]=12.[BH4-].[Na+]. Product: [F:1][C:2]1[C:10]2[CH2:9][CH2:8][CH2:7][CH2:6][C:5]=2[N:4]2[CH2:11][CH2:12][N:13]([C:16]3[C:17]([CH2:18][OH:19])=[C:20]([C:24]4[CH:29]=[C:28]([NH:30][C:31]5[CH:36]=[CH:35][CH:34]=[CH:33][N:32]=5)[C:27](=[O:37])[N:26]([CH3:38])[CH:25]=4)[CH:21]=[CH:22][N:23]=3)[C:14](=[O:15])[C:3]=12. The catalyst class is: 5. (2) Reactant: [C:1]1([CH2:7][CH2:8][CH2:9][CH2:10][CH2:11][CH2:12][CH2:13][CH2:14][CH2:15][CH2:16]O)[CH:6]=[CH:5][CH:4]=[CH:3][CH:2]=1.P(Br)(Br)[Br:19].O. Product: [Br:19][CH2:16][CH2:15][CH2:14][CH2:13][CH2:12][CH2:11][CH2:10][CH2:9][CH2:8][CH2:7][C:1]1[CH:6]=[CH:5][CH:4]=[CH:3][CH:2]=1. The catalyst class is: 27. (3) Reactant: [N-:1]=[N+]=[N-].C1(C)C=CC=CC=1.[CH:11]1([C:14]2C=[CH:18][C:17]([N:20]=[C:21]=[O:22])=[CH:16][N:15]=2)[CH2:13][CH2:12]1.[CH3:23][C@H:24]1[CH2:29][NH:28][C@H:27]([CH3:30])[CH2:26][N:25]1[C:31]1[CH:38]=[C:37]([O:39][CH3:40])[C:34]([C:35]#[N:36])=[C:33]([F:41])[CH:32]=1. Product: [C:35]([C:34]1[C:37]([O:39][CH3:40])=[CH:38][C:31]([N:25]2[C@@H:24]([CH3:23])[CH2:29][N:28]([C:21]([NH:20][C:17]3[CH:18]=[N:1][C:14]([CH:11]4[CH2:12][CH2:13]4)=[N:15][CH:16]=3)=[O:22])[C@H:27]([CH3:30])[CH2:26]2)=[CH:32][C:33]=1[F:41])#[N:36]. The catalyst class is: 13. (4) Reactant: [Cl:1][C:2]1[CH:3]=[C:4]([CH2:24][C:25]([O:27][CH2:28][CH3:29])=[O:26])[CH:5]=[C:6]([C:14]2[CH:19]=[CH:18][C:17]([C:20]([F:23])([F:22])[F:21])=[CH:16][CH:15]=2)[C:7]=1[O:8][CH2:9][C:10]([F:13])([F:12])[F:11].[H-].[Na+].[CH2:32](Br)[CH:33]([CH3:35])[CH3:34].[NH4+].[Cl-]. Product: [Cl:1][C:2]1[CH:3]=[C:4]([CH:24]([CH2:32][CH:33]([CH3:35])[CH3:34])[C:25]([O:27][CH2:28][CH3:29])=[O:26])[CH:5]=[C:6]([C:14]2[CH:15]=[CH:16][C:17]([C:20]([F:21])([F:22])[F:23])=[CH:18][CH:19]=2)[C:7]=1[O:8][CH2:9][C:10]([F:13])([F:12])[F:11]. The catalyst class is: 3. (5) Reactant: [F:1][C:2]1[CH:3]=[C:4]([CH:8]=[CH:9][C:10]=1[OH:11])[C:5]([OH:7])=[O:6].[CH3:12]O. Product: [CH3:12][O:6][C:5](=[O:7])[C:4]1[CH:8]=[CH:9][C:10]([OH:11])=[C:2]([F:1])[CH:3]=1. The catalyst class is: 309.